This data is from CYP2D6 inhibition data for predicting drug metabolism from PubChem BioAssay. The task is: Regression/Classification. Given a drug SMILES string, predict its absorption, distribution, metabolism, or excretion properties. Task type varies by dataset: regression for continuous measurements (e.g., permeability, clearance, half-life) or binary classification for categorical outcomes (e.g., BBB penetration, CYP inhibition). Dataset: cyp2d6_veith. The molecule is NC(N)=NNC(=O)C(=O)O. The result is 0 (non-inhibitor).